Dataset: Forward reaction prediction with 1.9M reactions from USPTO patents (1976-2016). Task: Predict the product of the given reaction. (1) Given the reactants [NH:1]1[C:10]2[CH2:9][CH2:8][CH2:7][C:6](=[O:11])[C:5]=2[CH:4]=[CH:3][C:2]1=[O:12].[CH2:13](Br)[C:14]1[CH:19]=[CH:18][CH:17]=[CH:16][CH:15]=1, predict the reaction product. The product is: [CH2:13]([O:12][C:2]1[CH:3]=[CH:4][C:5]2[C:6](=[O:11])[CH2:7][CH2:8][CH2:9][C:10]=2[N:1]=1)[C:14]1[CH:19]=[CH:18][CH:17]=[CH:16][CH:15]=1. (2) Given the reactants [NH2:1][CH2:2][C:3]1[CH:8]=[CH:7][C:6]([P:9]([C:16]2[CH:21]=[CH:20][CH:19]=[CH:18][CH:17]=2)[C:10]2[CH:15]=[CH:14][CH:13]=[CH:12][CH:11]=2)=[CH:5][CH:4]=1.[C:22]1(=[O:33])[O:32][C@H:29]([CH2:30][OH:31])[C@@H:27]([OH:28])[C@H:25]([OH:26])[C@H:23]1[OH:24], predict the reaction product. The product is: [C:10]1([P:9]([C:16]2[CH:21]=[CH:20][CH:19]=[CH:18][CH:17]=2)[C:6]2[CH:5]=[CH:4][C:3]([CH2:2][NH:1][C:30]([C@@H:29]([C@H:27]([C@@H:25]([C@@H:23]([CH2:22][OH:33])[OH:24])[OH:26])[OH:28])[OH:32])=[O:31])=[CH:8][CH:7]=2)[CH:15]=[CH:14][CH:13]=[CH:12][CH:11]=1. (3) Given the reactants [C:1]([C:4](C)([CH2:10][CH2:11][CH2:12][CH2:13][CH2:14][C:15]([O:17]CC)=[O:16])[C:5](OCC)=O)(=[O:3])[CH3:2].Cl, predict the reaction product. The product is: [CH3:5][CH:4]([C:1](=[O:3])[CH3:2])[CH2:10][CH2:11][CH2:12][CH2:13][CH2:14][C:15]([OH:17])=[O:16]. (4) Given the reactants [CH3:1][C:2]1([CH3:19])[CH2:11][CH2:10][C:9]([CH3:13])([CH3:12])[C:8]2[CH:7]=[C:6]([CH:14]([CH3:18])[C:15]([OH:17])=[O:16])[CH:5]=[CH:4][C:3]1=2.[CH:20]([N-]C(C)C)(C)C.[Li+].CI, predict the reaction product. The product is: [CH3:18][C:14]([C:6]1[CH:5]=[CH:4][C:3]2[C:2]([CH3:19])([CH3:1])[CH2:11][CH2:10][C:9]([CH3:12])([CH3:13])[C:8]=2[CH:7]=1)([CH3:20])[C:15]([OH:17])=[O:16]. (5) Given the reactants [CH3:1][C@H:2]1[CH2:7][O:6][CH2:5][CH2:4][N:3]1[C:8]1[CH:13]=[C:12]([CH2:14]OS(C)(=O)=O)[N:11]=[C:10]([C:20]2[CH:25]=[CH:24][C:23]([NH:26][C:27]([NH:29][C:30]3[CH:35]=[CH:34][CH:33]=[CH:32][CH:31]=3)=[O:28])=[CH:22][CH:21]=2)[N:9]=1.[NH2:36][C:37]1[CH:42]=[CH:41][CH:40]=[CH:39][CH:38]=1, predict the reaction product. The product is: [NH:36]([CH2:14][C:12]1[CH:13]=[C:8]([N:3]2[CH2:4][CH2:5][O:6][CH2:7][C@@H:2]2[CH3:1])[N:9]=[C:10]([C:20]2[CH:21]=[CH:22][C:23]([NH:26][C:27]([NH:29][C:30]3[CH:31]=[CH:32][CH:33]=[CH:34][CH:35]=3)=[O:28])=[CH:24][CH:25]=2)[N:11]=1)[C:37]1[CH:42]=[CH:41][CH:40]=[CH:39][CH:38]=1. (6) Given the reactants N#N.[CH3:3][C:4]1([C:9]2[N:10]=[C:11]([CH2:14]OS(C)(=O)=O)[S:12][CH:13]=2)[O:8][CH2:7][CH2:6][O:5]1.[N+:20]([C:23]1[NH:27][N:26]=[CH:25][CH:24]=1)([O-:22])=[O:21].C([O-])([O-])=O.[K+].[K+].[Br-], predict the reaction product. The product is: [CH3:3][C:4]1([C:9]2[N:10]=[C:11]([CH2:14][N:26]3[CH:25]=[CH:24][C:23]([N+:20]([O-:22])=[O:21])=[N:27]3)[S:12][CH:13]=2)[O:5][CH2:6][CH2:7][O:8]1. (7) Given the reactants Br[CH2:2][CH2:3][CH2:4][O:5][CH:6]1[CH2:11][CH2:10][CH2:9][CH2:8][O:7]1.[CH:12](=[O:20])[C:13]1[C:14](=[CH:16][CH:17]=[CH:18][CH:19]=1)[OH:15], predict the reaction product. The product is: [O:7]1[CH2:8][CH2:9][CH2:10][CH2:11][CH:6]1[O:5][CH2:4][CH2:3][CH2:2][O:15][C:14]1[CH:16]=[CH:17][CH:18]=[CH:19][C:13]=1[CH:12]=[O:20]. (8) Given the reactants CO[C:3](=[O:11])[C:4]1[CH:9]=[CH:8][CH:7]=[C:6]([CH3:10])[CH:5]=1.[CH3:12][CH2:13][Mg+].[Br-].[NH4+].[Cl-].[CH3:18][CH2:19]OC(C)=O, predict the reaction product. The product is: [C:6]1([CH3:10])[CH:7]=[CH:8][CH:9]=[C:4]([C:3]([OH:11])([CH2:12][CH3:13])[CH2:18][CH3:19])[CH:5]=1. (9) The product is: [N+:1]([C:4]1[CH:15]=[CH:14][CH:13]=[CH:12][C:5]=1[C:6]1[S:11][C:9]([NH2:10])=[N:8][N:7]=1)([O-:3])=[O:2]. Given the reactants [N+:1]([C:4]1[CH:15]=[CH:14][CH:13]=[CH:12][C:5]=1[CH:6]=[N:7][NH:8][C:9](=[S:11])[NH2:10])([O-:3])=[O:2].C(O)(=O)CC(CC(O)=O)(C(O)=O)O.O.O.C([O-])(=O)CC(CC([O-])=O)(C([O-])=O)O.[Na+].[Na+].[Na+].[OH-].[NH4+], predict the reaction product.